From a dataset of Forward reaction prediction with 1.9M reactions from USPTO patents (1976-2016). Predict the product of the given reaction. (1) Given the reactants [C:1]([O:5][C:6]([N:8]1[CH2:12][C@H:11]2[N:13](C(OCC3C=CC=CC=3)=O)[CH2:14][C@H:15]([OH:16])[C@H:10]2[N:9]1[C:27](=[O:50])[C@@H:28]([NH:33][C:34](=[O:49])[C:35]1[CH:40]=[CH:39][C:38]([NH:41][C:42]([O:44][C:45]([CH3:48])([CH3:47])[CH3:46])=[O:43])=[CH:37][CH:36]=1)[CH2:29][CH:30]([CH3:32])[CH3:31])=[O:7])([CH3:4])([CH3:3])[CH3:2].[H][H], predict the reaction product. The product is: [C:1]([O:5][C:6]([N:8]1[CH2:12][C@H:11]2[NH:13][CH2:14][C@H:15]([OH:16])[C@H:10]2[N:9]1[C:27](=[O:50])[C@@H:28]([NH:33][C:34](=[O:49])[C:35]1[CH:36]=[CH:37][C:38]([NH:41][C:42]([O:44][C:45]([CH3:48])([CH3:47])[CH3:46])=[O:43])=[CH:39][CH:40]=1)[CH2:29][CH:30]([CH3:32])[CH3:31])=[O:7])([CH3:2])([CH3:3])[CH3:4]. (2) Given the reactants Cl[C:2]1[CH:10]=[CH:9][C:8]([S:11]([CH3:14])(=[O:13])=[O:12])=[CH:7][C:3]=1[C:4]([OH:6])=[O:5].[NH:15]1[CH2:20][CH2:19][O:18][CH2:17][CH2:16]1, predict the reaction product. The product is: [CH3:14][S:11]([C:8]1[CH:9]=[CH:10][C:2]([N:15]2[CH2:20][CH2:19][O:18][CH2:17][CH2:16]2)=[C:3]([CH:7]=1)[C:4]([OH:6])=[O:5])(=[O:13])=[O:12]. (3) Given the reactants [CH2:1]([N:8]1[C:17]2[C:12](=[CH:13][CH:14]=[CH:15][N:16]=2)[CH:11]=[C:10]([C:18](OC2CCCC(=O)C=2)=[O:19])[C:9]1=[O:28])[C:2]1[CH:7]=[CH:6][CH:5]=[CH:4][CH:3]=1.C(N(CC)CC)C.C[C:37]([CH3:41])([OH:40])[C:38]#N.[C:42](O)(=O)[CH2:43][C:44](CC(O)=O)(C(O)=O)[OH:45], predict the reaction product. The product is: [CH2:1]([N:8]1[C:17]2[C:12](=[CH:13][CH:14]=[CH:15][N:16]=2)[CH:11]=[C:10]([C:18]([C:38]2[C:44](=[O:45])[CH2:43][CH2:42][CH2:41][C:37]=2[OH:40])=[O:19])[C:9]1=[O:28])[C:2]1[CH:3]=[CH:4][CH:5]=[CH:6][CH:7]=1. (4) Given the reactants FC(F)(F)C(O)=O.[Cl:8][C:9]1[C:10]([F:41])=[C:11]([CH:15]2[C:19]([C:22]3[CH:27]=[CH:26][C:25]([Cl:28])=[CH:24][C:23]=3[F:29])([C:20]#[N:21])[CH:18]([CH2:30][C:31]3([CH3:37])[CH2:36][CH2:35][CH2:34][CH2:33][CH2:32]3)[NH:17][CH:16]2[C:38]([OH:40])=O)[CH:12]=[CH:13][CH:14]=1.CC1(C)[O:47][C@@H:46]([CH2:48][CH2:49][NH2:50])[C:45]([CH3:52])([CH3:51])[O:44]1.CN(C(ON1N=NC2C=CC=NC1=2)=[N+](C)C)C.F[P-](F)(F)(F)(F)F.CCN(C(C)C)C(C)C.Cl, predict the reaction product. The product is: [OH:47][C@H:46]([C:45]([OH:44])([CH3:52])[CH3:51])[CH2:48][CH2:49][NH:50][C:38]([CH:16]1[CH:15]([C:11]2[CH:12]=[CH:13][CH:14]=[C:9]([Cl:8])[C:10]=2[F:41])[C:19]([C:22]2[CH:27]=[CH:26][C:25]([Cl:28])=[CH:24][C:23]=2[F:29])([C:20]#[N:21])[CH:18]([CH2:30][C:31]2([CH3:37])[CH2:32][CH2:33][CH2:34][CH2:35][CH2:36]2)[NH:17]1)=[O:40]. (5) Given the reactants [CH3:1][O:2][C:3](=[O:11])[CH2:4][C:5]1([NH2:10])[CH2:9][CH2:8][CH2:7][CH2:6]1.[F:12][C:13]1[CH:20]=[CH:19][C:16]([CH:17]=O)=[CH:15][CH:14]=1.C(O)(=O)C.C(O[BH-](OC(=O)C)OC(=O)C)(=O)C.[Na+], predict the reaction product. The product is: [CH3:1][O:2][C:3](=[O:11])[CH2:4][C:5]1([NH:10][CH2:17][C:16]2[CH:19]=[CH:20][C:13]([F:12])=[CH:14][CH:15]=2)[CH2:6][CH2:7][CH2:8][CH2:9]1. (6) Given the reactants [Cl:1][C:2]1[C:10]([C:11]#[N:12])=[CH:9][CH:8]=[C:7]2[C:3]=1[CH:4]=[C:5]([CH:13]([F:15])[F:14])[NH:6]2.C([O-])([O-])=O.[Cs+].[Cs+].[CH3:22][S:23]([C:26]1[CH:31]=[CH:30][C:29]([O:32][CH2:33][CH2:34]Br)=[CH:28][CH:27]=1)(=[O:25])=[O:24], predict the reaction product. The product is: [Cl:1][C:2]1[C:10]([C:11]#[N:12])=[CH:9][CH:8]=[C:7]2[C:3]=1[CH:4]=[C:5]([CH:13]([F:14])[F:15])[N:6]2[CH2:34][CH2:33][O:32][C:29]1[CH:28]=[CH:27][C:26]([S:23]([CH3:22])(=[O:25])=[O:24])=[CH:31][CH:30]=1.